From a dataset of Full USPTO retrosynthesis dataset with 1.9M reactions from patents (1976-2016). Predict the reactants needed to synthesize the given product. (1) Given the product [Br:6][C:7]1[CH:21]=[C:20]([O:22][CH3:23])[CH:19]=[C:18]2[C:8]=1[O:9][C:10]([C:11]([O:13][CH2:24][CH3:25])=[O:12])=[CH:14][C:15]2=[O:17], predict the reactants needed to synthesize it. The reactants are: S(=O)(=O)(O)O.[Br:6][C:7]1[CH:21]=[C:20]([O:22][CH3:23])[CH:19]=[CH:18][C:8]=1[O:9]/[C:10](=[CH:14]\[C:15]([OH:17])=O)/[C:11]([OH:13])=[O:12].[CH2:24](O)[CH3:25]. (2) Given the product [Cl:1][C:2]1[N:3]=[C:4]([O:14][CH3:15])[C:5]2[N:6]([N:8]=[CH:9][CH:10]=2)[CH:7]=1, predict the reactants needed to synthesize it. The reactants are: [Cl:1][C:2]1[N:3]=[C:4]([O:14][CH3:15])[C:5]2[N:6]([N:8]=[CH:9][C:10]=2C(O)=O)[CH:7]=1.CS(C)=O.C(O)(C(F)(F)F)=O. (3) Given the product [Br:9][C:6]1[CH:5]=[CH:4][N:3]=[C:2]2[NH:1][C:16]([C:14]3[CH:13]=[N:12][N:11]([CH3:10])[CH:15]=3)=[N:8][C:7]=12, predict the reactants needed to synthesize it. The reactants are: [NH2:1][C:2]1[C:7]([NH2:8])=[C:6]([Br:9])[CH:5]=[CH:4][N:3]=1.[CH3:10][N:11]1[CH:15]=[C:14]([C:16](O)=O)[CH:13]=[N:12]1.[Cl-].[NH4+].[OH-].[Na+]. (4) The reactants are: C([O:3][C:4](=[O:30])[C:5]1[CH:10]=[CH:9][C:8]([C:11]2[N:12]([CH3:28])[O:13][C:14]([C:20]3[CH:25]=[C:24]([Cl:26])[CH:23]=[C:22]([Cl:27])[CH:21]=3)([C:16]([F:19])([F:18])[F:17])[CH:15]=2)=[CH:7][C:6]=1[CH3:29])C.C1COCC1.O.[OH-].[K+]. Given the product [Cl:27][C:22]1[CH:21]=[C:20]([C:14]2([C:16]([F:18])([F:17])[F:19])[O:13][N:12]([CH3:28])[C:11]([C:8]3[CH:9]=[CH:10][C:5]([C:4]([OH:30])=[O:3])=[C:6]([CH3:29])[CH:7]=3)=[CH:15]2)[CH:25]=[C:24]([Cl:26])[CH:23]=1, predict the reactants needed to synthesize it.